From a dataset of NCI-60 drug combinations with 297,098 pairs across 59 cell lines. Regression. Given two drug SMILES strings and cell line genomic features, predict the synergy score measuring deviation from expected non-interaction effect. (1) Drug 1: CCCS(=O)(=O)NC1=C(C(=C(C=C1)F)C(=O)C2=CNC3=C2C=C(C=N3)C4=CC=C(C=C4)Cl)F. Drug 2: CC12CCC3C(C1CCC2OP(=O)(O)O)CCC4=C3C=CC(=C4)OC(=O)N(CCCl)CCCl.[Na+]. Cell line: LOX IMVI. Synergy scores: CSS=26.4, Synergy_ZIP=-8.05, Synergy_Bliss=-8.27, Synergy_Loewe=-3.40, Synergy_HSA=-2.86. (2) Drug 1: CC12CCC(CC1=CCC3C2CCC4(C3CC=C4C5=CN=CC=C5)C)O. Drug 2: CC1C(C(=O)NC(C(=O)N2CCCC2C(=O)N(CC(=O)N(C(C(=O)O1)C(C)C)C)C)C(C)C)NC(=O)C3=C4C(=C(C=C3)C)OC5=C(C(=O)C(=C(C5=N4)C(=O)NC6C(OC(=O)C(N(C(=O)CN(C(=O)C7CCCN7C(=O)C(NC6=O)C(C)C)C)C)C(C)C)C)N)C. Cell line: HOP-62. Synergy scores: CSS=3.43, Synergy_ZIP=7.05, Synergy_Bliss=10.4, Synergy_Loewe=8.91, Synergy_HSA=9.33. (3) Drug 1: CC1=CC2C(CCC3(C2CCC3(C(=O)C)OC(=O)C)C)C4(C1=CC(=O)CC4)C. Drug 2: C1=CN(C(=O)N=C1N)C2C(C(C(O2)CO)O)O.Cl. Cell line: SNB-75. Synergy scores: CSS=4.86, Synergy_ZIP=0.746, Synergy_Bliss=5.52, Synergy_Loewe=-6.04, Synergy_HSA=0.277. (4) Drug 1: CC(C1=C(C=CC(=C1Cl)F)Cl)OC2=C(N=CC(=C2)C3=CN(N=C3)C4CCNCC4)N. Drug 2: C1=NC2=C(N1)C(=S)N=C(N2)N. Cell line: HCT116. Synergy scores: CSS=45.5, Synergy_ZIP=-3.51, Synergy_Bliss=-2.94, Synergy_Loewe=-3.88, Synergy_HSA=-0.257. (5) Drug 1: CC1=CC=C(C=C1)C2=CC(=NN2C3=CC=C(C=C3)S(=O)(=O)N)C(F)(F)F. Drug 2: CCC1(CC2CC(C3=C(CCN(C2)C1)C4=CC=CC=C4N3)(C5=C(C=C6C(=C5)C78CCN9C7C(C=CC9)(C(C(C8N6C=O)(C(=O)OC)O)OC(=O)C)CC)OC)C(=O)OC)O.OS(=O)(=O)O. Cell line: HL-60(TB). Synergy scores: CSS=5.30, Synergy_ZIP=10.9, Synergy_Bliss=-5.21, Synergy_Loewe=-88.0, Synergy_HSA=-25.9. (6) Drug 1: CNC(=O)C1=CC=CC=C1SC2=CC3=C(C=C2)C(=NN3)C=CC4=CC=CC=N4. Drug 2: CC1=C2C(C(=O)C3(C(CC4C(C3C(C(C2(C)C)(CC1OC(=O)C(C(C5=CC=CC=C5)NC(=O)OC(C)(C)C)O)O)OC(=O)C6=CC=CC=C6)(CO4)OC(=O)C)O)C)O. Cell line: UACC62. Synergy scores: CSS=23.4, Synergy_ZIP=-1.20, Synergy_Bliss=-3.03, Synergy_Loewe=-34.2, Synergy_HSA=-3.38. (7) Drug 1: CC1=C2C(C(=O)C3(C(CC4C(C3C(C(C2(C)C)(CC1OC(=O)C(C(C5=CC=CC=C5)NC(=O)OC(C)(C)C)O)O)OC(=O)C6=CC=CC=C6)(CO4)OC(=O)C)OC)C)OC. Drug 2: CCC1=CC2CC(C3=C(CN(C2)C1)C4=CC=CC=C4N3)(C5=C(C=C6C(=C5)C78CCN9C7C(C=CC9)(C(C(C8N6C)(C(=O)OC)O)OC(=O)C)CC)OC)C(=O)OC.C(C(C(=O)O)O)(C(=O)O)O. Cell line: BT-549. Synergy scores: CSS=72.5, Synergy_ZIP=5.71, Synergy_Bliss=4.87, Synergy_Loewe=7.43, Synergy_HSA=10.0.